From a dataset of Full USPTO retrosynthesis dataset with 1.9M reactions from patents (1976-2016). Predict the reactants needed to synthesize the given product. (1) Given the product [OH:33][NH:32][C:25](=[NH:26])[C:24]1[CH:27]=[CH:28][C:21]([S:18]([N:14]2[C:15]3[C:11](=[CH:10][C:9]([C:6]4[CH:7]=[N:8][C:3]([C:2]([F:30])([F:29])[F:1])=[CH:4][CH:5]=4)=[CH:17][CH:16]=3)[CH2:12][CH2:13]2)(=[O:20])=[O:19])=[CH:22][CH:23]=1, predict the reactants needed to synthesize it. The reactants are: [F:1][C:2]([F:30])([F:29])[C:3]1[N:8]=[CH:7][C:6]([C:9]2[CH:10]=[C:11]3[C:15](=[CH:16][CH:17]=2)[N:14]([S:18]([C:21]2[CH:28]=[CH:27][C:24]([C:25]#[N:26])=[CH:23][CH:22]=2)(=[O:20])=[O:19])[CH2:13][CH2:12]3)=[CH:5][CH:4]=1.Cl.[NH2:32][OH:33].C(N(CC)CC)C. (2) Given the product [I:1][C:4]1[CH:12]=[C:11]2[C:7]([C:8]([CH3:20])=[N:9][N:10]2[C:13]2[CH:18]=[CH:17][N:16]=[C:15]([NH2:19])[N:14]=2)=[CH:6][CH:5]=1, predict the reactants needed to synthesize it. The reactants are: [I-:1].[Na+].Br[C:4]1[CH:12]=[C:11]2[C:7]([C:8]([CH3:20])=[N:9][N:10]2[C:13]2[CH:18]=[CH:17][N:16]=[C:15]([NH2:19])[N:14]=2)=[CH:6][CH:5]=1.O1CCOCC1.CNCCNC. (3) Given the product [C:24]12([NH:34][C:4]3[C:5]([F:13])=[C:6]([F:12])[C:7]([S:8]([NH2:11])(=[O:9])=[O:10])=[C:2]([F:1])[C:3]=3[F:15])[CH2:31][CH:30]3[CH2:29][CH:28]([CH2:27][CH:26]([CH2:32]3)[CH2:25]1)[CH2:33]2, predict the reactants needed to synthesize it. The reactants are: [F:1][C:2]1[C:7]([S:8]([NH2:11])(=[O:10])=[O:9])=[C:6]([F:12])[C:5]([F:13])=[C:4](F)[C:3]=1[F:15].CCN(CC)CC.Cl.[C:24]12([NH2:34])[CH2:33][CH:28]3[CH2:29][CH:30]([CH2:32][CH:26]([CH2:27]3)[CH2:25]1)[CH2:31]2.CS(C)=O. (4) Given the product [C:16]([C:10]1[C:11]2[C:15](=[N:14][S:13][N:12]=2)[C:7]([C:6]#[CH:5])=[CH:8][CH:9]=1)#[CH:17], predict the reactants needed to synthesize it. The reactants are: C[Si]([C:5]#[C:6][C:7]1[C:15]2[C:11](=[N:12][S:13][N:14]=2)[C:10]([C:16]#[C:17][Si](C)(C)C)=[CH:9][CH:8]=1)(C)C.C([O-])([O-])=O.[K+].[K+].C(Cl)Cl. (5) Given the product [Br:32][CH2:11][CH2:10][CH2:9][C:6]1[CH:7]=[CH:8][C:3]([O:2][CH3:1])=[CH:4][CH:5]=1, predict the reactants needed to synthesize it. The reactants are: [CH3:1][O:2][C:3]1[CH:8]=[CH:7][C:6]([CH2:9][CH2:10][CH2:11]O)=[CH:5][CH:4]=1.C1(P(C2C=CC=CC=2)C2C=CC=CC=2)C=CC=CC=1.[Br:32]N1C(=O)CCC1=O. (6) Given the product [O:1]=[C:2]1[N:7]([C:8]2[CH:9]=[CH:10][CH:11]=[CH:12][CH:13]=2)[CH:6]=[C:5]([C:14]([OH:16])=[O:15])[CH:4]=[CH:3]1, predict the reactants needed to synthesize it. The reactants are: [O:1]=[C:2]1[N:7]([C:8]2[CH:13]=[CH:12][CH:11]=[CH:10][CH:9]=2)[CH:6]=[C:5]([C:14]([O:16]C)=[O:15])[CH:4]=[CH:3]1.[OH-].[Li+].